This data is from Forward reaction prediction with 1.9M reactions from USPTO patents (1976-2016). The task is: Predict the product of the given reaction. (1) Given the reactants Br[C:2]1[CH:7]=[C:6]([F:8])[CH:5]=[CH:4][C:3]=1[O:9][CH3:10].O1CCCC1.C([Li])CCC.[CH2:21]([O:23][C:24]([N:26]1[CH2:31][CH2:30][C:29](=[O:32])[CH2:28][CH2:27]1)=[O:25])[CH3:22], predict the reaction product. The product is: [CH2:21]([O:23][C:24]([N:26]1[CH2:27][CH2:28][C:29]([C:2]2[CH:7]=[C:6]([F:8])[CH:5]=[CH:4][C:3]=2[O:9][CH3:10])([OH:32])[CH2:30][CH2:31]1)=[O:25])[CH3:22]. (2) Given the reactants C[Si](O)([C:4]1[O:9][CH2:8][CH2:7][CH2:6][CH:5]=1)C.CCCC[N+](CCCC)(CCCC)CCCC.[F-].I[C:30]1[CH:35]=[CH:34][N:33]=[CH:32][C:31]=1[N+:36]([O-:38])=[O:37], predict the reaction product. The product is: [O:9]1[C:4]([C:30]2[CH:35]=[CH:34][N:33]=[CH:32][C:31]=2[N+:36]([O-:38])=[O:37])=[CH:5][CH2:6][CH2:7][CH2:8]1. (3) Given the reactants Br[C:2]1[CH:3]=[C:4]2[CH:10]=[CH:9][N:8]([CH2:11][O:12][CH2:13][CH2:14][Si:15]([CH3:18])([CH3:17])[CH3:16])[C:5]2=[N:6][CH:7]=1.B1(B2OC(C)(C)C(C)(C)O2)OC(C)(C)C(C)(C)O1.C([O-])(=O)C.[Na+], predict the reaction product. The product is: [CH3:16][Si:15]([CH3:18])([CH3:17])[CH2:14][CH2:13][O:12][CH2:11][N:8]1[C:5]2=[N:6][CH:7]=[CH:2][CH:3]=[C:4]2[CH:10]=[CH:9]1. (4) The product is: [Cl:29][C:20]1[CH:21]=[C:22]([CH:27]=[CH:28][C:19]=1[N:17]([CH3:18])[C:15]([C:13]1[S:12][C:11]2[C:5]3[CH:4]=[CH:3][C:2]([C:31]#[N:32])=[CH:30][C:6]=3[O:7][CH2:8][CH2:9][C:10]=2[CH:14]=1)=[O:16])[C:23]([O:25][CH3:26])=[O:24]. Given the reactants Br[C:2]1[CH:3]=[CH:4][C:5]2[C:11]3[S:12][C:13]([C:15]([N:17]([C:19]4[CH:28]=[CH:27][C:22]([C:23]([O:25][CH3:26])=[O:24])=[CH:21][C:20]=4[Cl:29])[CH3:18])=[O:16])=[CH:14][C:10]=3[CH2:9][CH2:8][O:7][C:6]=2[CH:30]=1.[C:31]([Cu])#[N:32], predict the reaction product. (5) Given the reactants [Cl:1][C:2]1[CH:3]=[C:4]([C:9]2[C:14]([C:15]([NH:17][CH2:18][CH2:19][CH2:20][C:21]3[CH:26]=[CH:25][CH:24]=[CH:23][CH:22]=3)=[O:16])=[C:13]([CH3:27])[N:12]=[C:11](SC)[N:10]=2)[CH:5]=[C:6]([Cl:8])[CH:7]=1.Cl[C:31]1[CH:36]=[CH:35][CH:34]=[C:33](C(OO)=O)[CH:32]=1.S(=O)(O)[O-:42].[Na+], predict the reaction product. The product is: [Cl:1][C:2]1[CH:3]=[C:4]([C:9]2[C:14]([C:15]([NH:17][CH2:18][CH2:19][CH2:20][C:21]3[CH:26]=[CH:25][CH:24]=[CH:23][CH:22]=3)=[O:16])=[C:13]([CH3:27])[N:12]=[C:11]([O:42][C:31]3[CH:36]=[CH:35][CH:34]=[CH:33][CH:32]=3)[N:10]=2)[CH:5]=[C:6]([Cl:8])[CH:7]=1.